Dataset: Full USPTO retrosynthesis dataset with 1.9M reactions from patents (1976-2016). Task: Predict the reactants needed to synthesize the given product. (1) Given the product [F:1][C:2]1[CH:10]=[CH:9][C:8]([CH2:11][C:12]2[C:21]3[C:16](=[CH:17][CH:18]=[CH:19][CH:20]=3)[C:15](=[O:22])[NH:14][N:13]=2)=[CH:7][C:3]=1[C:4]([N:56]1[CH2:57][CH2:58][CH:59]([O:62][CH2:63][CH2:64][N:65]2[CH2:70][CH2:69][CH2:68][CH2:67]2)[CH2:60][CH2:61]1)=[O:5], predict the reactants needed to synthesize it. The reactants are: [F:1][C:2]1[CH:10]=[CH:9][C:8]([CH2:11][C:12]2[C:21]3[C:16](=[CH:17][CH:18]=[CH:19][CH:20]=3)[C:15](=[O:22])[NH:14][N:13]=2)=[CH:7][C:3]=1[C:4](O)=[O:5].CN(C(ON1N=NC2C=CC=CC1=2)=[N+](C)C)C.F[P-](F)(F)(F)(F)F.C(N(C(C)C)C(C)C)C.[NH:56]1[CH2:61][CH2:60][CH:59]([O:62][CH2:63][CH2:64][N:65]2[CH2:70][CH2:69][CH2:68][CH2:67]C2)[CH2:58][CH2:57]1. (2) Given the product [F:1][C:2]1[CH:3]=[C:4]([C:9]2([OH:14])[CH2:13][CH2:12][N:11]([CH2:22][CH3:23])[CH2:10]2)[CH:5]=[CH:6][C:7]=1[F:8], predict the reactants needed to synthesize it. The reactants are: [F:1][C:2]1[CH:3]=[C:4]([C:9]2([OH:14])[CH2:13][CH2:12][NH:11][CH2:10]2)[CH:5]=[CH:6][C:7]=1[F:8].C(=O)([O-])[O-].[K+].[K+].I[CH2:22][CH3:23]. (3) Given the product [F:15][C:5]1[C:6]([O:12][CH2:13][F:14])=[C:7]([F:11])[C:8]([F:10])=[CH:9][C:4]=1[C:3]([NH2:17])=[O:2], predict the reactants needed to synthesize it. The reactants are: C[O:2][C:3](=O)[C:4]1[CH:9]=[C:8]([F:10])[C:7]([F:11])=[C:6]([O:12][CH2:13][F:14])[C:5]=1[F:15].[NH3:17]. (4) The reactants are: [Cl:1][C:2]1[CH:3]=[C:4]2[C:8](=[CH:9][CH:10]=1)[NH:7][N:6]=[C:5]2[I:11].Br[CH2:13][CH2:14][CH3:15]. Given the product [Cl:1][C:2]1[CH:3]=[C:4]2[C:8](=[CH:9][CH:10]=1)[N:7]([CH2:13][CH2:14][CH3:15])[N:6]=[C:5]2[I:11], predict the reactants needed to synthesize it. (5) The reactants are: [Br:1][C:2]1[CH:3]=[CH:4][CH:5]=[C:6]2[C:10]=1[NH:9][CH:8]=[CH:7]2.Cl.O.[NH:13]1[CH2:18][CH2:17][C:16](=O)[CH2:15][CH2:14]1. Given the product [Br:1][C:2]1[CH:3]=[CH:4][CH:5]=[C:6]2[C:10]=1[NH:9][CH:8]=[C:7]2[CH:16]1[CH2:17][CH2:18][NH:13][CH2:14][CH2:15]1, predict the reactants needed to synthesize it. (6) Given the product [CH3:1][S:2]([C:5]1[CH:10]=[CH:9][C:8]([NH2:11])=[CH:7][CH:6]=1)(=[O:3])=[O:4], predict the reactants needed to synthesize it. The reactants are: [CH3:1][S:2]([C:5]1[CH:10]=[CH:9][C:8]([N+:11]([O-])=O)=[CH:7][CH:6]=1)(=[O:4])=[O:3]. (7) Given the product [CH:1]1([CH2:4][N:5]2[CH2:30][CH2:29][C@:12]34[C:13]5[C:14]6[O:28][C@H:11]3[C@@H:10]([CH2:31][OH:37])[CH2:9][CH2:8][C@@:7]4([OH:32])[C@H:6]2[CH2:19][C:18]=5[CH:17]=[CH:16][C:15]=6[O:20][CH2:21][C:22]2[CH:27]=[CH:26][CH:25]=[CH:24][CH:23]=2)[CH2:2][CH2:3]1, predict the reactants needed to synthesize it. The reactants are: [CH:1]1([CH2:4][N:5]2[CH2:30][CH2:29][C@:12]34[C:13]5[C:14]6[O:28][C@H:11]3[C:10](=[CH2:31])[CH2:9][CH2:8][C@@:7]4([OH:32])[C@H:6]2[CH2:19][C:18]=5[CH:17]=[CH:16][C:15]=6[O:20][CH2:21][C:22]2[CH:27]=[CH:26][CH:25]=[CH:24][CH:23]=2)[CH2:3][CH2:2]1.B.C1C[O:37]CC1.[OH-].[Na+].OO. (8) Given the product [Cl:4][C:5]1[CH:13]=[C:12]2[C:8]([C:9]([C:19](=[O:26])[CH2:20][C:21]([N:2]([CH3:3])[CH3:1])=[O:22])=[C:10]([C:15]([O:17][CH3:18])=[O:16])[N:11]2[CH3:14])=[CH:7][CH:6]=1, predict the reactants needed to synthesize it. The reactants are: [CH3:1][NH:2][CH3:3].[Cl:4][C:5]1[CH:13]=[C:12]2[C:8]([C:9]([C:19](=[O:26])[CH2:20][C:21](OCC)=[O:22])=[C:10]([C:15]([O:17][CH3:18])=[O:16])[N:11]2[CH3:14])=[CH:7][CH:6]=1. (9) The reactants are: [Cl:1][C:2]1[CH:7]=[C:6]([CH3:8])[CH:5]=[CH:4][C:3]=1[NH:9][C:10]([CH2:12][C@@H:13]([N:20]1[C:24]([CH:25]2[CH2:27][CH2:26]2)=[C:23]([CH:28]2[CH2:31][CH:30]([CH2:32][C:33]([CH3:36])([CH3:35])[CH3:34])[CH2:29]2)[N:22]=[N:21]1)[CH2:14][CH2:15][C:16]([O:18]C)=[O:17])=[O:11].[OH-].[Na+].Cl. Given the product [Cl:1][C:2]1[CH:7]=[C:6]([CH3:8])[CH:5]=[CH:4][C:3]=1[NH:9][C:10]([CH2:12][C@@H:13]([N:20]1[C:24]([CH:25]2[CH2:27][CH2:26]2)=[C:23]([CH:28]2[CH2:31][CH:30]([CH2:32][C:33]([CH3:36])([CH3:35])[CH3:34])[CH2:29]2)[N:22]=[N:21]1)[CH2:14][CH2:15][C:16]([OH:18])=[O:17])=[O:11], predict the reactants needed to synthesize it. (10) Given the product [F:44][C:43]([F:46])([F:45])[C:41]1[CH:42]=[C:37]([C@H:34]2[O:33][C:32](=[O:51])[N:31]([CH2:30][C:21]3[CH:22]=[C:23]([C:26]([F:27])([F:28])[F:29])[CH:24]=[CH:25][C:20]=3[C:15]3[C:16]([Cl:19])=[CH:17][CH:18]=[C:13]([C:10]4[CH:11]=[CH:12][C:7]([C:4]([OH:6])([CH3:1])[CH3:5])=[CH:8][C:9]=4[CH3:52])[CH:14]=3)[C@H:35]2[CH3:36])[CH:38]=[C:39]([C:47]([F:49])([F:50])[F:48])[CH:40]=1, predict the reactants needed to synthesize it. The reactants are: [CH3:1][Mg+].[Br-].[C:4]([C:7]1[CH:12]=[CH:11][C:10]([C:13]2[CH:14]=[C:15]([C:20]3[CH:25]=[CH:24][C:23]([C:26]([F:29])([F:28])[F:27])=[CH:22][C:21]=3[CH2:30][N:31]3[C@@H:35]([CH3:36])[C@@H:34]([C:37]4[CH:42]=[C:41]([C:43]([F:46])([F:45])[F:44])[CH:40]=[C:39]([C:47]([F:50])([F:49])[F:48])[CH:38]=4)[O:33][C:32]3=[O:51])[C:16]([Cl:19])=[CH:17][CH:18]=2)=[C:9]([CH3:52])[CH:8]=1)(=[O:6])[CH3:5].[Cl-].[NH4+].